This data is from Catalyst prediction with 721,799 reactions and 888 catalyst types from USPTO. The task is: Predict which catalyst facilitates the given reaction. (1) The catalyst class is: 11. Reactant: [Br:1][C:2]1[CH:3]=[C:4]2[C:9](=[CH:10][CH:11]=1)[N:8]=[C:7]([Cl:12])[C:6]([CH2:13]Cl)=[CH:5]2.[C:15]1([P:21]([C:28]2[CH:33]=[CH:32][CH:31]=[CH:30][CH:29]=2)[C:22]2[CH:27]=[CH:26][CH:25]=[CH:24][CH:23]=2)[CH:20]=[CH:19][CH:18]=[CH:17][CH:16]=1. Product: [Cl-:12].[Br:1][C:2]1[CH:3]=[C:4]2[C:9](=[CH:10][CH:11]=1)[N:8]=[C:7]([Cl:12])[C:6]([CH2:13][P+:21]([C:22]1[CH:23]=[CH:24][CH:25]=[CH:26][CH:27]=1)([C:28]1[CH:33]=[CH:32][CH:31]=[CH:30][CH:29]=1)[C:15]1[CH:16]=[CH:17][CH:18]=[CH:19][CH:20]=1)=[CH:5]2. (2) Reactant: [Cl:1][C:2]1[C:6]([Cl:7])=[N:5][N:4]([CH3:8])[C:3]=1[O:9][C:10]1[CH:15]=[CH:14][C:13]([S:16]([NH2:19])(=[O:18])=[O:17])=[CH:12][CH:11]=1.[Br:20][C:21]1[S:25][C:24]([N:26](C(OC2C=CC=CC=2)=O)[C:27](OC2C=CC=CC=2)=[O:28])=[N:23][CH:22]=1.C1CCN2C(=NCCC2)CC1.C(O)(=O)C. The catalyst class is: 18. Product: [Br:20][C:21]1[S:25][C:24]([NH:26][C:27]([NH:19][S:16]([C:13]2[CH:12]=[CH:11][C:10]([O:9][C:3]3[N:4]([CH3:8])[N:5]=[C:6]([Cl:7])[C:2]=3[Cl:1])=[CH:15][CH:14]=2)(=[O:18])=[O:17])=[O:28])=[N:23][CH:22]=1. (3) Reactant: [Cl:1][C:2]1[CH:9]=[C:8]([OH:10])[CH:7]=[CH:6][C:3]=1[CH:4]=O.S([O-])([O-])(=O)=O.[Mg+2].Cl.[NH2:18][CH2:19][C:20]([O:22][C:23]([CH3:26])([CH3:25])[CH3:24])=[O:21]. The catalyst class is: 4. Product: [Cl:1][C:2]1[CH:9]=[C:8]([OH:10])[CH:7]=[CH:6][C:3]=1[CH2:4][NH:18][CH2:19][C:20]([O:22][C:23]([CH3:26])([CH3:25])[CH3:24])=[O:21]. (4) Reactant: [I:1][C:2]1[CH:3]=[C:4]2[C:8](=[CH:9][CH:10]=1)[N:7]([CH:11]1[CH2:16][CH2:15][CH2:14][CH2:13][O:12]1)[N:6]=[C:5]2[C:17](N(OC)C)=[O:18].[H-].[H-].[H-].[H-].[Li+].[Al+3]. Product: [I:1][C:2]1[CH:3]=[C:4]2[C:8](=[CH:9][CH:10]=1)[N:7]([CH:11]1[CH2:16][CH2:15][CH2:14][CH2:13][O:12]1)[N:6]=[C:5]2[CH:17]=[O:18]. The catalyst class is: 683. (5) Reactant: [O:1]=[C:2]1[NH:6][C:5](=[O:7])[C:4](=[CH:8][C:9]2[CH:14]=[CH:13][C:12]([C:15]3[CH:20]=[CH:19][CH:18]=[C:17]([CH2:21][N:22]([CH2:30][CH2:31][CH3:32])[C:23](=[O:29])[O:24][C:25]([CH3:28])([CH3:27])[CH3:26])[CH:16]=3)=[CH:11][CH:10]=2)[S:3]1. Product: [O:1]=[C:2]1[NH:6][C:5](=[O:7])[CH:4]([CH2:8][C:9]2[CH:10]=[CH:11][C:12]([C:15]3[CH:20]=[CH:19][CH:18]=[C:17]([CH2:21][N:22]([CH2:30][CH2:31][CH3:32])[C:23](=[O:29])[O:24][C:25]([CH3:26])([CH3:28])[CH3:27])[CH:16]=3)=[CH:13][CH:14]=2)[S:3]1. The catalyst class is: 434. (6) Product: [CH:33]([N:5]1[CH2:6][C@@H:1]2[CH2:7][C@H:4]1[CH2:3][N:2]2[C:8]1[N:13]2[CH:14]=[CH:15][N:16]=[C:12]2[CH:11]=[C:10]([C:17]2[CH:22]=[CH:21][N:20]=[C:19]([NH:23][C@H:24]([C:26]3[CH:27]=[CH:28][CH:29]=[CH:30][CH:31]=3)[CH3:25])[CH:18]=2)[N:9]=1)([CH3:35])[CH3:32]. Reactant: [CH:1]12[CH2:7][CH:4]([NH:5][CH2:6]1)[CH2:3][N:2]2[C:8]1[N:13]2[CH:14]=[CH:15][N:16]=[C:12]2[CH:11]=[C:10]([C:17]2[CH:22]=[CH:21][N:20]=[C:19]([NH:23][CH:24]([C:26]3[CH:31]=[CH:30][CH:29]=[CH:28][CH:27]=3)[CH3:25])[CH:18]=2)[N:9]=1.[CH3:32][C:33]([CH3:35])=O.CO. The catalyst class is: 373. (7) Reactant: [NH:1]1[C:7](=[O:8])[CH2:6][CH2:5][CH2:4][C:3]2[CH:9]=[CH:10][CH:11]=[CH:12][C:2]1=2.[CH3:13][OH:14]. Product: [CH3:13][O:14][C:7](=[O:8])[CH2:6][CH2:5][CH2:4][C:3]1[CH:9]=[CH:10][CH:11]=[CH:12][C:2]=1[NH2:1]. The catalyst class is: 65.